Dataset: Forward reaction prediction with 1.9M reactions from USPTO patents (1976-2016). Task: Predict the product of the given reaction. (1) The product is: [C:20]1([C:18]2[CH:19]=[C:14]3[C:13]([C:26]4[CH:31]=[CH:30][C:29]([C:32]5[NH:36][N:35]=[N:34][N:33]=5)=[CH:28][CH:27]=4)=[CH:12][NH:11][C:15]3=[N:16][CH:17]=2)[CH:21]=[CH:22][CH:23]=[CH:24][CH:25]=1. Given the reactants CC1C=CC(S([N:11]2[C:15]3=[N:16][CH:17]=[C:18]([C:20]4[CH:25]=[CH:24][CH:23]=[CH:22][CH:21]=4)[CH:19]=[C:14]3[C:13]([C:26]3[CH:31]=[CH:30][C:29]([C:32]4[NH:36][N:35]=[N:34][N:33]=4)=[CH:28][CH:27]=3)=[CH:12]2)(=O)=O)=CC=1.[F-].C([N+](CCCC)(CCCC)CCCC)CCC, predict the reaction product. (2) Given the reactants [F:1][C:2]1[CH:7]=[C:6]([F:8])[CH:5]=[CH:4][C:3]=1[C:9]1[N:10]=[C:11]2[N:15]([CH:16]=1)[CH:14]=[CH:13][O:12]2.C1C(=O)N([I:24])C(=O)C1.O, predict the reaction product. The product is: [F:1][C:2]1[CH:7]=[C:6]([F:8])[CH:5]=[CH:4][C:3]=1[C:9]1[N:10]=[C:11]2[N:15]([C:16]=1[I:24])[CH:14]=[CH:13][O:12]2. (3) Given the reactants [F:1][S:2]([F:17])([F:16])([F:15])([F:14])[C:3]1[CH:8]=[CH:7][C:6]([CH:9]=[CH:10][C:11]([NH2:13])=[O:12])=[CH:5][CH:4]=1.[Cl:18][CH:19](Cl)[C:20](=O)[CH3:21], predict the reaction product. The product is: [Cl:18][CH2:19][C:20]1[N:13]=[C:11]([CH:10]=[CH:9][C:6]2[CH:5]=[CH:4][C:3]([S:2]([F:14])([F:15])([F:16])([F:17])[F:1])=[CH:8][CH:7]=2)[O:12][CH:21]=1. (4) Given the reactants [Cl:1][C:2]1[CH:6]=[N:5][N:4]([CH3:7])[C:3]=1[C:8]1[CH:9]=[C:10]([NH2:16])[CH:11]=[CH:12][C:13]=1[O:14][CH3:15].[C:17]([C:19]1[CH:20]=[C:21]([N:25]=[C:26]=[O:27])[CH:22]=[CH:23][CH:24]=1)#[N:18], predict the reaction product. The product is: [Cl:1][C:2]1[CH:6]=[N:5][N:4]([CH3:7])[C:3]=1[C:8]1[CH:9]=[C:10]([NH:16][C:26]([NH:25][C:21]2[CH:22]=[CH:23][CH:24]=[C:19]([C:17]#[N:18])[CH:20]=2)=[O:27])[CH:11]=[CH:12][C:13]=1[O:14][CH3:15]. (5) Given the reactants [CH3:1][Si:2]([CH3:33])([CH3:32])[CH2:3][CH2:4][O:5][CH2:6][N:7]1[C:15]2[CH2:14][CH2:13][CH:12]([C:16]3C=NN(COCC[Si](C)(C)C)C=3)[CH2:11][C:10]=2[C:9]([C:29]([OH:31])=[O:30])=[N:8]1.CC12CC1C(=O)CC2, predict the reaction product. The product is: [CH3:16][C:12]12[CH2:13][CH:14]1[C:15]1[N:7]([CH2:6][O:5][CH2:4][CH2:3][Si:2]([CH3:33])([CH3:32])[CH3:1])[N:8]=[C:9]([C:29]([OH:31])=[O:30])[C:10]=1[CH2:11]2.